The task is: Predict the product of the given reaction.. This data is from Forward reaction prediction with 1.9M reactions from USPTO patents (1976-2016). (1) Given the reactants [OH:1][CH2:2][CH2:3][CH2:4][C@@:5]1([C:22]2[CH:27]=[CH:26][CH:25]=[CH:24][CH:23]=2)[O:10][C:9](=[O:11])[N:8]([C@H:12]([C:14]2[CH:19]=[CH:18][C:17]([CH:20]=[CH2:21])=[CH:16][CH:15]=2)[CH3:13])[CH2:7][CH2:6]1.N1C=CN=C1.[CH3:33][C:34]([Si:37](Cl)([CH3:39])[CH3:38])([CH3:36])[CH3:35], predict the reaction product. The product is: [Si:37]([O:1][CH2:2][CH2:3][CH2:4][C@@:5]1([C:22]2[CH:27]=[CH:26][CH:25]=[CH:24][CH:23]=2)[O:10][C:9](=[O:11])[N:8]([C@H:12]([C:14]2[CH:15]=[CH:16][C:17]([CH:20]=[CH2:21])=[CH:18][CH:19]=2)[CH3:13])[CH2:7][CH2:6]1)([C:34]([CH3:36])([CH3:35])[CH3:33])([CH3:39])[CH3:38]. (2) Given the reactants O1[C:5]2([CH2:10][CH2:9][C@@H:8]([C:11]([O:13][CH2:14][C:15]3[CH:20]=[CH:19][CH:18]=[CH:17][CH:16]=3)=[O:12])[C@H:7]([C:21]([O:23][CH3:24])=[O:22])[CH2:6]2)[O:4]CC1.Cl, predict the reaction product. The product is: [O:4]=[C:5]1[CH2:10][CH2:9][C@@H:8]([C:11]([O:13][CH2:14][C:15]2[CH:20]=[CH:19][CH:18]=[CH:17][CH:16]=2)=[O:12])[C@H:7]([C:21]([O:23][CH3:24])=[O:22])[CH2:6]1. (3) The product is: [NH2:15][C:12]1[CH:13]=[CH:14][C:9]([CH2:8][N:6]2[CH2:5][CH2:4][N:3]([C:18]([O:20][C:21]([CH3:24])([CH3:23])[CH3:22])=[O:19])[C@@H:2]([CH3:1])[CH2:7]2)=[CH:10][CH:11]=1. Given the reactants [CH3:1][C@H:2]1[CH2:7][N:6]([CH2:8][C:9]2[CH:14]=[CH:13][C:12]([N+:15]([O-])=O)=[CH:11][CH:10]=2)[CH2:5][CH2:4][N:3]1[C:18]([O:20][C:21]([CH3:24])([CH3:23])[CH3:22])=[O:19].[Cl-].[NH4+], predict the reaction product. (4) Given the reactants [Sn](Cl)(Cl)(Cl)Cl.[CH3:6][C:7]1[CH:8]=[C:9]([NH:13][C:14](=[O:16])[CH3:15])[S:10][C:11]=1[CH3:12].[C:17](Cl)(=[O:24])[C:18]1[CH:23]=[CH:22][CH:21]=[CH:20][CH:19]=1, predict the reaction product. The product is: [C:17]([C:8]1[C:7]([CH3:6])=[C:11]([CH3:12])[S:10][C:9]=1[NH:13][C:14](=[O:16])[CH3:15])(=[O:24])[C:18]1[CH:23]=[CH:22][CH:21]=[CH:20][CH:19]=1. (5) Given the reactants [N:1]([C@@H:4]1[CH2:7][C@H:6]([N:8]2[CH:12]=[C:11]([NH:13][C:14](=[O:26])[CH2:15][C:16]3[C:25]4[C:20](=[CH:21][CH:22]=[CH:23][CH:24]=4)[CH:19]=[CH:18][CH:17]=3)[N:10]=[CH:9]2)[CH2:5]1)=[N+]=[N-].C1(P(C2C=CC=CC=2)C2C=CC=CC=2)C=CC=CC=1, predict the reaction product. The product is: [NH2:1][C@@H:4]1[CH2:5][C@H:6]([N:8]2[CH:12]=[C:11]([NH:13][C:14](=[O:26])[CH2:15][C:16]3[C:25]4[C:20](=[CH:21][CH:22]=[CH:23][CH:24]=4)[CH:19]=[CH:18][CH:17]=3)[N:10]=[CH:9]2)[CH2:7]1. (6) Given the reactants [Br:1][C:2]1[CH:3]=[C:4]([NH:8][S:9]([CH3:12])(=[O:11])=[O:10])[CH:5]=[CH:6][CH:7]=1.[C:13](=O)([O-])[O-].[K+].[K+].IC, predict the reaction product. The product is: [Br:1][C:2]1[CH:3]=[C:4]([N:8]([CH3:13])[S:9]([CH3:12])(=[O:10])=[O:11])[CH:5]=[CH:6][CH:7]=1.